Dataset: Peptide-MHC class II binding affinity with 134,281 pairs from IEDB. Task: Regression. Given a peptide amino acid sequence and an MHC pseudo amino acid sequence, predict their binding affinity value. This is MHC class II binding data. The peptide sequence is AAVVRFQEAANKQKQ. The MHC is HLA-DQA10501-DQB10201 with pseudo-sequence HLA-DQA10501-DQB10201. The binding affinity (normalized) is 0.